This data is from Full USPTO retrosynthesis dataset with 1.9M reactions from patents (1976-2016). The task is: Predict the reactants needed to synthesize the given product. (1) Given the product [O:48]1[CH2:53][CH2:52][CH:51]([CH2:54][NH:55][C:13]([C:10]2[CH:9]=[C:8]([CH2:7][O:6][CH2:5][C:4]3[CH:16]=[CH:17][CH:18]=[C:2]([F:1])[CH:3]=3)[O:12][N:11]=2)=[O:15])[CH2:50][CH2:49]1, predict the reactants needed to synthesize it. The reactants are: [F:1][C:2]1[CH:3]=[C:4]([CH:16]=[CH:17][CH:18]=1)[CH2:5][O:6][CH2:7][C:8]1[O:12][N:11]=[C:10]([C:13]([OH:15])=O)[CH:9]=1.C(N(CC)CC)C.Cl.C(N=C=NCCCN(C)C)C.ON1C2C=CC=CC=2N=N1.[O:48]1[CH2:53][CH2:52][CH:51]([CH2:54][NH2:55])[CH2:50][CH2:49]1. (2) The reactants are: [CH2:1]([C:4]1([C:25]2[CH:30]=[CH:29][CH:28]=[CH:27][CH:26]=2)[O:9][C:8](=[O:10])[N:7]([C:11]2[CH:12]=[C:13]([C:17]3[CH:22]=[CH:21][C:20]([F:23])=[CH:19][C:18]=3[F:24])[CH:14]=[CH:15][CH:16]=2)[CH2:6][CH2:5]1)[CH:2]=C.[O:31]=[O+][O-].[BH4-].[Na+]. Given the product [F:24][C:18]1[CH:19]=[C:20]([F:23])[CH:21]=[CH:22][C:17]=1[C:13]1[CH:14]=[CH:15][CH:16]=[C:11]([N:7]2[CH2:6][CH2:5][C:4]([CH2:1][CH2:2][OH:31])([C:25]3[CH:26]=[CH:27][CH:28]=[CH:29][CH:30]=3)[O:9][C:8]2=[O:10])[CH:12]=1, predict the reactants needed to synthesize it. (3) The reactants are: [CH2:1]([O:3][C:4](=[O:9])[CH2:5][NH:6][CH:7]=[O:8])[CH3:2].CN1C=CN=C1.[C:16](Cl)(=[O:32])[CH2:17][CH2:18][CH2:19][CH2:20][CH2:21][CH2:22][CH2:23][CH2:24][CH2:25][CH2:26][CH2:27][CH2:28][CH2:29][CH2:30][CH3:31].C(N(CCCC)CCCC)CCC. Given the product [CH:7]([NH:6][CH:5]([C:16](=[O:32])[CH2:17][CH2:18][CH2:19][CH2:20][CH2:21][CH2:22][CH2:23][CH2:24][CH2:25][CH2:26][CH2:27][CH2:28][CH2:29][CH2:30][CH3:31])[C:4]([O:3][CH2:1][CH3:2])=[O:9])=[O:8], predict the reactants needed to synthesize it. (4) Given the product [O:22]=[C:14]1[N:13]([CH:10]2[CH2:11][CH2:12][N:7]([C:2]3([CH3:1])[CH2:6][CH2:5][N:4]([C:30]([O:32][CH2:33][CH2:34][F:35])=[O:31])[CH2:3]3)[CH2:8][CH2:9]2)[C@H:17]2[CH2:18][CH2:19][CH2:20][CH2:21][C@@H:16]2[NH:15]1, predict the reactants needed to synthesize it. The reactants are: [CH3:1][C:2]1([N:7]2[CH2:12][CH2:11][CH:10]([N:13]3[C@H:17]4[CH2:18][CH2:19][CH2:20][CH2:21][C@@H:16]4[NH:15][C:14]3=[O:22])[CH2:9][CH2:8]2)[CH2:6][CH2:5][NH:4][CH2:3]1.C(=O)([O-])[O-].[K+].[K+].Cl[C:30]([O:32][CH2:33][CH2:34][F:35])=[O:31]. (5) Given the product [F:1][C:2]1[C:3]([NH:9][CH2:10][C:11]2([CH3:17])[CH2:16][CH2:15][O:14][CH2:13][CH2:12]2)=[N:4][C:5]([O:19][CH3:18])=[CH:6][CH:7]=1, predict the reactants needed to synthesize it. The reactants are: [F:1][C:2]1[C:3]([NH:9][CH2:10][C:11]2([CH3:17])[CH2:16][CH2:15][O:14][CH2:13][CH2:12]2)=[N:4][C:5](F)=[CH:6][CH:7]=1.[CH3:18][O-:19].[Na+]. (6) Given the product [CH2:2]([O:4][C:5](=[O:8])[CH2:6][NH:7][CH:27]=[O:28])[CH3:3], predict the reactants needed to synthesize it. The reactants are: Cl.[CH2:2]([O:4][C:5](=[O:8])[CH2:6][NH2:7])[CH3:3].C1(C)C(S(O)(=O)=O)=CC=CC=1.C(N(CC)CC)C.[CH:27](OC)=[O:28]. (7) Given the product [CH:38]1([C:45]2[CH:46]=[C:47]([NH:48][C:9](=[O:33])[CH2:10][C:11]3[CH:16]=[CH:15][C:14]([O:17][CH2:18][CH2:19][N:20]4[C:24](=[O:25])[C:23]5=[CH:26][CH:27]=[CH:28][CH:29]=[C:22]5[C:21]4=[O:30])=[C:13]([O:31][CH3:32])[CH:12]=3)[CH:49]=[CH:50][CH:51]=2)[CH2:39][CH2:40][CH2:41][CH2:42][CH2:43][CH2:44]1, predict the reactants needed to synthesize it. The reactants are: FC1C(O[C:9](=[O:33])[CH2:10][C:11]2[CH:16]=[CH:15][C:14]([O:17][CH2:18][CH2:19][N:20]3[C:24](=[O:25])[C:23]4=[CH:26][CH:27]=[CH:28][CH:29]=[C:22]4[C:21]3=[O:30])=[C:13]([O:31][CH3:32])[CH:12]=2)=C(F)C(F)=C(F)C=1F.[CH:38]1([C:45]2[CH:46]=[C:47]([CH:49]=[CH:50][CH:51]=2)[NH2:48])[CH2:44][CH2:43][CH2:42][CH2:41][CH2:40][CH2:39]1.